This data is from Peptide-MHC class I binding affinity with 185,985 pairs from IEDB/IMGT. The task is: Regression. Given a peptide amino acid sequence and an MHC pseudo amino acid sequence, predict their binding affinity value. This is MHC class I binding data. The MHC is HLA-A02:01 with pseudo-sequence HLA-A02:01. The peptide sequence is FLLRWEQEI. The binding affinity (normalized) is 0.700.